The task is: Predict which catalyst facilitates the given reaction.. This data is from Catalyst prediction with 721,799 reactions and 888 catalyst types from USPTO. (1) Reactant: [Cl:1][C:2]1[CH:7]=[CH:6][CH:5]=[CH:4][C:3]=1[C:8]1[NH:13][C:12](=[O:14])[C:11]([C:15]([C:17]2[N:18]([CH3:22])[CH:19]=[CH:20][N:21]=2)=[O:16])=[CH:10][C:9]=1[C:23]1[CH:28]=[CH:27][C:26]([Cl:29])=[CH:25][CH:24]=1.Br[CH2:31][C:32](=[O:37])[C:33]([CH3:36])([CH3:35])[CH3:34].C([O-])([O-])=O.[Cs+].[Cs+]. Product: [Cl:1][C:2]1[CH:7]=[CH:6][CH:5]=[CH:4][C:3]=1[C:8]1[N:13]=[C:12]([O:14][CH2:31][C:32](=[O:37])[C:33]([CH3:36])([CH3:35])[CH3:34])[C:11]([C:15]([C:17]2[N:18]([CH3:22])[CH:19]=[CH:20][N:21]=2)=[O:16])=[CH:10][C:9]=1[C:23]1[CH:28]=[CH:27][C:26]([Cl:29])=[CH:25][CH:24]=1. The catalyst class is: 3. (2) Product: [N:17]1([C:9](=[O:16])[CH2:10][C:11]([O:13][CH2:14][CH3:15])=[O:12])[CH:26]2[CH:21]([CH2:22][CH2:23][CH2:24][CH2:25]2)[CH2:20][CH2:19][CH2:18]1. The catalyst class is: 25. Reactant: CCN(CC)CC.Cl[C:9](=[O:16])[CH2:10][C:11]([O:13][CH2:14][CH3:15])=[O:12].[NH:17]1[CH:26]2[CH:21]([CH2:22][CH2:23][CH2:24][CH2:25]2)[CH2:20][CH2:19][CH2:18]1.O. (3) Reactant: [Br:1][C:2]1[C:3]([F:12])=[C:4]2[N:11]=[CH:10][NH:9][C:5]2=[N:6][C:7]=1[CH3:8].IC.[C:15]([O-])([O-])=O.[K+].[K+]. Product: [Br:1][C:2]1[C:3]([F:12])=[C:4]2[N:11]=[CH:10][N:9]([CH3:15])[C:5]2=[N:6][C:7]=1[CH3:8]. The catalyst class is: 31. (4) Reactant: [NH2:1][C:2]1[N:7]=[C:6](S(C)=O)[C:5]([C:11]#[N:12])=[C:4]([N:13]2[CH:17]=[CH:16][CH:15]=[N:14]2)[N:3]=1.Cl.Cl.[CH3:20][C:21]1[C:22]([CH2:28][NH2:29])=[N:23][CH:24]=[C:25]([CH3:27])[CH:26]=1.C1CCN2C(=NCCC2)CC1. Product: [NH2:1][C:2]1[N:7]=[C:6]([NH:29][CH2:28][C:22]2[C:21]([CH3:20])=[CH:26][C:25]([CH3:27])=[CH:24][N:23]=2)[C:5]([C:11]#[N:12])=[C:4]([N:13]2[CH:17]=[CH:16][CH:15]=[N:14]2)[N:3]=1. The catalyst class is: 57. (5) Reactant: [NH2:1][C:2]1[CH:7]=[CH:6][C:5]([C:8]2[C:16]3[C:11](=[N:12][CH:13]=[N:14][C:15]=3[NH2:17])[N:10]([C@H:18]3[CH2:23][CH2:22][C@@H:21]([N:24]4[CH2:29][CH2:28][N:27]([CH3:30])[CH2:26][CH2:25]4)[CH2:20][CH2:19]3)[N:9]=2)=[CH:4][CH:3]=1.[CH3:31][C:32]([C:37]1[CH:42]=[CH:41][CH:40]=[CH:39][CH:38]=1)([CH3:36])[C:33]([OH:35])=[O:34].Cl.CN(C)CCCN=C=NCC.ON1C2N=CC=CC=2N=N1.C(N(CC)C(C)C)(C)C. Product: [C:33]([OH:35])(=[O:34])[CH3:32].[C:33]([OH:35])(=[O:34])[CH3:32].[NH2:17][C:15]1[N:14]=[CH:13][N:12]=[C:11]2[N:10]([C@H:18]3[CH2:23][CH2:22][C@@H:21]([N:24]4[CH2:25][CH2:26][N:27]([CH3:30])[CH2:28][CH2:29]4)[CH2:20][CH2:19]3)[N:9]=[C:8]([C:5]3[CH:4]=[CH:3][C:2]([NH:1][C:33](=[O:34])[C:32]([CH3:31])([C:37]4[CH:42]=[CH:41][CH:40]=[CH:39][CH:38]=4)[CH3:36])=[CH:7][CH:6]=3)[C:16]=12. The catalyst class is: 9.